From a dataset of Full USPTO retrosynthesis dataset with 1.9M reactions from patents (1976-2016). Predict the reactants needed to synthesize the given product. (1) The reactants are: [CH2:1]([N:3]1[CH2:12][CH2:11][C:10]2[C:5](=[CH:6][C:7]([O:15][CH3:16])=[C:8]([O:13][CH3:14])[CH:9]=2)[C:4]21[CH2:21][CH2:20][CH:19]([C:22]([N:24]1[CH2:29][CH2:28][N:27]([C:30]3[CH:35]=[CH:34][N:33]=[C:32]([NH2:36])[CH:31]=3)[CH2:26][CH2:25]1)=[O:23])[CH2:18][CH:17]2[CH:37]1[C:46]2[C:41](=[CH:42][C:43]([O:49][CH3:50])=[C:44]([O:47][CH3:48])[CH:45]=2)[CH2:40][CH2:39][N:38]1[CH2:51][CH3:52])[CH3:2].[C:53](Cl)(=[O:55])[CH3:54]. Given the product [CH2:1]([N:3]1[CH2:12][CH2:11][C:10]2[C:5](=[CH:6][C:7]([O:15][CH3:16])=[C:8]([O:13][CH3:14])[CH:9]=2)[C:4]21[CH2:21][CH2:20][CH:19]([C:22]([N:24]1[CH2:29][CH2:28][N:27]([C:30]3[CH:35]=[CH:34][N:33]=[C:32]([NH:36][C:53]([CH3:54])=[O:55])[CH:31]=3)[CH2:26][CH2:25]1)=[O:23])[CH2:18][CH:17]2[CH:37]1[C:46]2[C:41](=[CH:42][C:43]([O:49][CH3:50])=[C:44]([O:47][CH3:48])[CH:45]=2)[CH2:40][CH2:39][N:38]1[CH2:51][CH3:52])[CH3:2], predict the reactants needed to synthesize it. (2) The reactants are: [C:1]([O:5][C:6]([C:8]1[C:9]([C:14]2[CH:19]=[CH:18][C:17]([CH2:20][N:21]3[C:25]([CH:26]=O)=[C:24]([CH:28]4[CH2:30][CH2:29]4)[N:23]=[C:22]3[O:31][CH2:32][CH3:33])=[C:16]([F:34])[CH:15]=2)=[CH:10][CH:11]=[CH:12][CH:13]=1)=[O:7])([CH3:4])([CH3:3])[CH3:2].Cl.[NH2:36][OH:37].N1C=CC=CC=1.CO. Given the product [C:1]([O:5][C:6]([C:8]1[C:9]([C:14]2[CH:19]=[CH:18][C:17]([CH2:20][N:21]3[C:25]([CH:26]=[N:36][OH:37])=[C:24]([CH:28]4[CH2:29][CH2:30]4)[N:23]=[C:22]3[O:31][CH2:32][CH3:33])=[C:16]([F:34])[CH:15]=2)=[CH:10][CH:11]=[CH:12][CH:13]=1)=[O:7])([CH3:3])([CH3:2])[CH3:4], predict the reactants needed to synthesize it.